From a dataset of Full USPTO retrosynthesis dataset with 1.9M reactions from patents (1976-2016). Predict the reactants needed to synthesize the given product. (1) Given the product [CH2:42]([C:43]([CH2:44][CH3:45])=[CH:15][C:6]1[CH:5]=[C:4]([O:3][CH3:2])[C:12]2[O:11][C:10]([CH3:13])([CH3:14])[CH2:9][C:8]=2[CH:7]=1)[CH3:41], predict the reactants needed to synthesize it. The reactants are: [Br-].[CH3:2][O:3][C:4]1[C:12]2[O:11][C:10]([CH3:14])([CH3:13])[CH2:9][C:8]=2[CH:7]=[C:6]([CH2:15][P+](C2C=CC=CC=2)(C2C=CC=CC=2)C2C=CC=CC=2)[CH:5]=1.CC(C)([O-])C.[K+].[CH3:41][CH2:42][C:43](=O)[CH2:44][CH3:45].Cl. (2) Given the product [NH2:1][CH2:4][C@@H:5]([NH:12][C:13]1[C:22]2[C:17](=[C:18]([C:23]([NH2:25])=[O:24])[CH:19]=[CH:20][CH:21]=2)[N:16]=[CH:15][N:14]=1)[C:6]1[CH:7]=[CH:8][CH:9]=[CH:10][CH:11]=1, predict the reactants needed to synthesize it. The reactants are: [N:1]([CH2:4][C@@H:5]([NH:12][C:13]1[C:22]2[C:17](=[C:18]([C:23]([NH2:25])=[O:24])[CH:19]=[CH:20][CH:21]=2)[N:16]=[CH:15][N:14]=1)[C:6]1[CH:11]=[CH:10][CH:9]=[CH:8][CH:7]=1)=[N+]=[N-].C(Cl)(Cl)Cl. (3) Given the product [CH3:1]/[C:2](=[CH:6]\[CH2:7][CH3:8])/[C:3]([O:5][CH3:14])=[O:4], predict the reactants needed to synthesize it. The reactants are: [CH3:1]/[C:2](=[CH:6]\[CH2:7][CH3:8])/[C:3]([OH:5])=[O:4].OS(O)(=O)=O.[C:14]([O-])(O)=O.[Na+].